Task: Predict the reaction yield, written as a fraction of the theoretical maximum amount of product (1.0 means a 100% yield; for example, 0.34 means a 34% yield).. Dataset: Reaction yield outcomes from USPTO patents with 853,638 reactions (1) The reactants are [CH3:1][O:2][C:3]1[CH:4]=[C:5]2[C:10](=[CH:11][C:12]=1[O:13][CH3:14])[N:9]=[CH:8][N:7]=[C:6]2[O:15][C:16]1[CH:22]=[CH:21][C:19]([NH2:20])=[C:18]([CH3:23])[CH:17]=1.[CH3:24][O:25][C:26]1[CH:31]=[CH:30][CH:29]=[CH:28][C:27]=1[N:32]=[C:33]=[O:34]. The catalyst is C(Cl)(Cl)Cl. The product is [CH3:1][O:2][C:3]1[CH:4]=[C:5]2[C:10](=[CH:11][C:12]=1[O:13][CH3:14])[N:9]=[CH:8][N:7]=[C:6]2[O:15][C:16]1[CH:22]=[CH:21][C:19]([NH:20][C:33]([NH:32][C:27]2[CH:28]=[CH:29][CH:30]=[CH:31][C:26]=2[O:25][CH3:24])=[O:34])=[C:18]([CH3:23])[CH:17]=1. The yield is 0.950. (2) The reactants are [F:1][C:2]([F:15])([F:14])[C:3]1[CH:12]=[C:11]2[C:6]([CH2:7][CH2:8][NH:9][C:10]2=[O:13])=[CH:5][CH:4]=1.I[C:17]1[CH:18]=[N:19][CH:20]=[CH:21][C:22]=1[CH3:23].P([O-])([O-])([O-])=O.[K+].[K+].[K+]. The catalyst is [Cu](I)I.O1CCOCC1. The product is [CH3:23][C:22]1[CH:21]=[CH:20][N:19]=[CH:18][C:17]=1[N:9]1[CH2:8][CH2:7][C:6]2[C:11](=[CH:12][C:3]([C:2]([F:1])([F:14])[F:15])=[CH:4][CH:5]=2)[C:10]1=[O:13]. The yield is 0.117. (3) The reactants are [F:1][C:2]1[CH:3]=[CH:4][C:5]([OH:17])=[C:6]([C:8](=[O:16])[CH2:9][C:10]2[CH:15]=[CH:14][CH:13]=[CH:12][CH:11]=2)[CH:7]=1.[C:18](O[C:18](=O)[CH2:19][CH2:20][CH3:21])(=O)[CH2:19][CH2:20][CH3:21].Cl. The catalyst is C(N(CC)CC)C. The product is [F:1][C:2]1[CH:7]=[C:6]2[C:5](=[CH:4][CH:3]=1)[O:17][C:18]([CH2:19][CH2:20][CH3:21])=[C:9]([C:10]1[CH:15]=[CH:14][CH:13]=[CH:12][CH:11]=1)[C:8]2=[O:16]. The yield is 0.710. (4) The reactants are [NH:1]1[C:5]2=[N:6][CH:7]=[CH:8][CH:9]=[C:4]2[C:3]([C:10]([C:12]2[CH:13]=[C:14]([CH:17]=[CH:18][CH:19]=2)[CH:15]=O)=[O:11])=[CH:2]1.[C:20]([CH2:22][C:23]([NH2:25])=[O:24])#[N:21].[CH2:26]1CCN2C(=NCCC2)CC1. The catalyst is C1COCC1.CO. The product is [NH:1]1[C:5]2=[N:6][CH:7]=[CH:8][CH:9]=[C:4]2[C:3]([C:10]([C:12]2[CH:13]=[C:14]([CH:15]=[C:22]([C:20]#[N:21])[C:23]([NH:25][CH3:26])=[O:24])[CH:17]=[CH:18][CH:19]=2)=[O:11])=[CH:2]1. The yield is 0.120. (5) The reactants are [CH3:1][C:2]1[C:7]([CH:8]([CH2:13][CH2:14][CH3:15])[C:9]([O:11]C)=[O:10])=[C:6]([C:16]2[CH:21]=[CH:20][C:19]([CH3:22])=[CH:18][CH:17]=2)[N:5]=[C:4]([C:23]2[CH:28]=[CH:27][CH:26]=[CH:25][CH:24]=2)[N:3]=1.[OH-].[Na+]. The catalyst is O1CCCC1. The product is [CH3:1][C:2]1[C:7]([CH:8]([CH2:13][CH2:14][CH3:15])[C:9]([OH:11])=[O:10])=[C:6]([C:16]2[CH:17]=[CH:18][C:19]([CH3:22])=[CH:20][CH:21]=2)[N:5]=[C:4]([C:23]2[CH:24]=[CH:25][CH:26]=[CH:27][CH:28]=2)[N:3]=1. The yield is 0.400.